This data is from Forward reaction prediction with 1.9M reactions from USPTO patents (1976-2016). The task is: Predict the product of the given reaction. (1) Given the reactants [CH3:1][O:2][C:3]([C:5]1[C:6]([OH:30])=[C:7]2[C:12](=[C:13](Br)[N:14]=1)[N:11]([CH2:16][C:17]1[CH:22]=[CH:21][CH:20]=[CH:19][CH:18]=1)[C:10](=[O:23])[C:9]([C:24]1[CH:29]=[CH:28][CH:27]=[CH:26][CH:25]=1)=[CH:8]2)=[O:4].[CH3:31][O:32][C:33]1[CH:38]=[CH:37][C:36]([Sn](CCCC)(CCCC)CCCC)=[CH:35][N:34]=1.CCOC(C)=O.Cl, predict the reaction product. The product is: [CH3:1][O:2][C:3]([C:5]1[C:6]([OH:30])=[C:7]2[C:12](=[C:13]([C:36]3[CH:35]=[N:34][C:33]([O:32][CH3:31])=[CH:38][CH:37]=3)[N:14]=1)[N:11]([CH2:16][C:17]1[CH:22]=[CH:21][CH:20]=[CH:19][CH:18]=1)[C:10](=[O:23])[C:9]([C:24]1[CH:29]=[CH:28][CH:27]=[CH:26][CH:25]=1)=[CH:8]2)=[O:4]. (2) Given the reactants [CH:1]1([NH2:5])[CH2:4][CH2:3][CH2:2]1.[F:6][C:7]1[CH:12]=[CH:11][C:10]([C:13]2[CH:18]=[C:17]([C:19](=O)[CH3:20])[CH:16]=[CH:15][N:14]=2)=[CH:9][CH:8]=1.C(=O)([O-])O.[Na+], predict the reaction product. The product is: [F:6][C:7]1[CH:8]=[CH:9][C:10]([C:13]2[CH:18]=[C:17]([CH:19]([NH:5][CH:1]3[CH2:4][CH2:3][CH2:2]3)[CH3:20])[CH:16]=[CH:15][N:14]=2)=[CH:11][CH:12]=1. (3) Given the reactants [NH2:1][C:2]1[S:3][C:4]([C:7]([C:9]2[CH:14]=[CH:13][CH:12]=[CH:11][C:10]=2[Cl:15])=[O:8])=[CH:5][N:6]=1.[Cl:16][C:17]1[CH:34]=[CH:33][CH:32]=[CH:31][C:18]=1[C:19]([C:21]1SC(N=CN(C)C)=NC=1)=[O:20], predict the reaction product. The product is: [NH2:1][C:2]1[S:3][C:4]([C:7]([C:9]2[CH:14]=[CH:13][CH:12]=[CH:11][C:10]=2[Cl:15])=[O:8])=[CH:5][N:6]=1.[Cl:16][C:17]1[CH:34]=[CH:33][CH:32]=[CH:31][C:18]=1[C:19](=[O:20])[CH3:21]. (4) Given the reactants F[C:2]1[CH:7]=[CH:6][C:5]([N+:8]([O-:10])=[O:9])=[CH:4][C:3]=1[C:11]1[O:12][C:13]2[CH:19]=[CH:18][C:17]([C:20]3[CH:25]=[CH:24][CH:23]=[CH:22][CH:21]=3)=[CH:16][C:14]=2[N:15]=1.[CH2:26]([NH2:28])[CH3:27], predict the reaction product. The product is: [N+:8]([C:5]1[CH:6]=[CH:7][C:2]([NH:28][CH2:26][CH3:27])=[C:3]([C:11]2[O:12][C:13]3[CH:19]=[CH:18][C:17]([C:20]4[CH:25]=[CH:24][CH:23]=[CH:22][CH:21]=4)=[CH:16][C:14]=3[N:15]=2)[CH:4]=1)([O-:10])=[O:9]. (5) Given the reactants [CH3:1][N:2]([CH3:25])[S:3]([N:6]1[C:10]([CH:11]([OH:17])[C:12]2[S:13][CH:14]=[CH:15][CH:16]=2)=[CH:9][N:8]=[C:7]1[Si](C(C)(C)C)(C)C)(=[O:5])=[O:4].C([Mg]Br)=C, predict the reaction product. The product is: [CH3:1][N:2]([CH3:25])[S:3]([N:6]1[C:10]([CH:11]([OH:17])[C:12]2[S:13][CH:14]=[CH:15][CH:16]=2)=[CH:9][N:8]=[CH:7]1)(=[O:5])=[O:4]. (6) Given the reactants [Br:1][C:2]1[CH:7]=[CH:6][C:5]([C:8]2[CH:16]=[CH:15][CH:14]=[C:13]3[C:9]=2[CH2:10][C:11](=[O:17])[NH:12]3)=[CH:4][CH:3]=1.[CH2:18]([N:20]([CH2:34][CH3:35])[CH2:21][CH2:22][NH:23][C:24]([C:26]1[C:30]([CH3:31])=[C:29]([CH:32]=O)[NH:28][CH:27]=1)=[O:25])[CH3:19], predict the reaction product. The product is: [CH2:34]([N:20]([CH2:18][CH3:19])[CH2:21][CH2:22][NH:23][C:24]([C:26]1[C:30]([CH3:31])=[C:29]([CH:32]=[C:10]2[C:9]3[C:13](=[CH:14][CH:15]=[CH:16][C:8]=3[C:5]3[CH:4]=[CH:3][C:2]([Br:1])=[CH:7][CH:6]=3)[NH:12][C:11]2=[O:17])[NH:28][CH:27]=1)=[O:25])[CH3:35]. (7) Given the reactants C(O[C:4]([C:6]1[CH:7]=[N:8][C:9]2[C:14]([C:15]=1[NH:16][CH:17]1[CH2:21][CH2:20][CH2:19][CH2:18]1)=[CH:13][CH:12]=[CH:11][C:10]=2[O:22][CH3:23])=[O:5])C.[N:24]([C:27]1[CH:35]=[CH:34][C:30]2[O:31][CH2:32][O:33][C:29]=2[CH:28]=1)=[C:25]=[O:26], predict the reaction product. The product is: [O:31]1[C:30]2[CH:34]=[CH:35][C:27]([N:24]3[C:4](=[O:5])[C:6]4[CH:7]=[N:8][C:9]5[C:10]([O:22][CH3:23])=[CH:11][CH:12]=[CH:13][C:14]=5[C:15]=4[N:16]([CH:17]4[CH2:21][CH2:20][CH2:19][CH2:18]4)[C:25]3=[O:26])=[CH:28][C:29]=2[O:33][CH2:32]1.